Dataset: Full USPTO retrosynthesis dataset with 1.9M reactions from patents (1976-2016). Task: Predict the reactants needed to synthesize the given product. (1) The reactants are: FC(F)(F)C(O)=O.[CH2:8]([C:23]([CH2:49][O:50][CH2:51][CH2:52][O:53][CH2:54][CH2:55][O:56][CH2:57][CH2:58][O:59][CH2:60][CH2:61][O:62][CH3:63])([CH2:39][O:40][CH2:41][C:42]([O:44]C(C)(C)C)=[O:43])[CH2:24][O:25][CH2:26][CH2:27][O:28][CH2:29][CH2:30][O:31][CH2:32][CH2:33][O:34][CH2:35][CH2:36][O:37][CH3:38])[O:9][CH2:10][CH2:11][O:12][CH2:13][CH2:14][O:15][CH2:16][CH2:17][O:18][CH2:19][CH2:20][O:21][CH3:22]. Given the product [CH2:24]([C:23]([CH2:49][O:50][CH2:51][CH2:52][O:53][CH2:54][CH2:55][O:56][CH2:57][CH2:58][O:59][CH2:60][CH2:61][O:62][CH3:63])([CH2:39][O:40][CH2:41][C:42]([OH:44])=[O:43])[CH2:8][O:9][CH2:10][CH2:11][O:12][CH2:13][CH2:14][O:15][CH2:16][CH2:17][O:18][CH2:19][CH2:20][O:21][CH3:22])[O:25][CH2:26][CH2:27][O:28][CH2:29][CH2:30][O:31][CH2:32][CH2:33][O:34][CH2:35][CH2:36][O:37][CH3:38], predict the reactants needed to synthesize it. (2) Given the product [NH2:34][C:32]1[CH:31]=[CH:30][C:29]([Cl:35])=[C:28]([C:21]2[C:22](=[O:27])[N:23]([CH3:26])[C:24]3[C:19]([CH:20]=2)=[CH:18][N:17]=[C:16]([NH:15][CH3:14])[CH:25]=3)[CH:33]=1, predict the reactants needed to synthesize it. The reactants are: FC(F)(F)C(O)=O.COC1C=CC([CH2:14][N:15](C)[C:16]2[CH:25]=[C:24]3[C:19]([CH:20]=[C:21]([C:28]4[CH:33]=[C:32]([NH2:34])[CH:31]=[CH:30][C:29]=4[Cl:35])[C:22](=[O:27])[N:23]3[CH3:26])=[CH:18][N:17]=2)=CC=1. (3) Given the product [NH2:24][C:15]1[C:13]2[NH:14][C:10]([NH:9][C:3]3[C:4]([F:8])=[CH:5][CH:6]=[CH:7][C:2]=3[Cl:1])=[N:11][C:12]=2[CH:18]=[C:17]([C:19]([O:21][CH3:22])=[O:20])[C:16]=1[OH:23], predict the reactants needed to synthesize it. The reactants are: [Cl:1][C:2]1[CH:7]=[CH:6][CH:5]=[C:4]([F:8])[C:3]=1[NH:9][C:10]1[NH:14][C:13]2[C:15]([N+:24]([O-])=O)=[C:16]([OH:23])[C:17]([C:19]([O:21][CH3:22])=[O:20])=[CH:18][C:12]=2[N:11]=1.C(O)(=O)C. (4) Given the product [CH3:1][N:2]([CH3:19])[CH:3]1[CH2:7][CH2:6][N:5]([C:8]2[CH:18]=[CH:17][C:11]([C:12]([NH:21][NH2:22])=[O:13])=[CH:10][CH:9]=2)[CH2:4]1, predict the reactants needed to synthesize it. The reactants are: [CH3:1][N:2]([CH3:19])[CH:3]1[CH2:7][CH2:6][N:5]([C:8]2[CH:18]=[CH:17][C:11]([C:12](OCC)=[O:13])=[CH:10][CH:9]=2)[CH2:4]1.O.[NH2:21][NH2:22]. (5) The reactants are: [CH2:1]([N:8]([CH2:25][CH3:26])[C:9]1[CH:18]=[C:17]2[C:12]([CH:13]=[C:14]([C:20]([O:22]CC)=[O:21])[C:15](=[O:19])[O:16]2)=[CH:11][CH:10]=1)[C:2]1[CH:7]=[CH:6][CH:5]=[CH:4][CH:3]=1.[OH-].[Na+].Cl. Given the product [CH2:1]([N:8]([CH2:25][CH3:26])[C:9]1[CH:18]=[C:17]2[C:12]([CH:13]=[C:14]([C:20]([OH:22])=[O:21])[C:15](=[O:19])[O:16]2)=[CH:11][CH:10]=1)[C:2]1[CH:3]=[CH:4][CH:5]=[CH:6][CH:7]=1, predict the reactants needed to synthesize it. (6) Given the product [F:34][C:28]1[CH:29]=[C:30]([F:33])[CH:31]=[CH:32][C:27]=1[CH2:26][N:18]([CH2:19][CH2:20][CH2:21][CH2:22][CH2:23][CH2:24][CH3:25])[C:16](=[O:17])[CH2:15][O:14][C:11]1[CH:12]=[CH:13][C:8]([CH2:7][CH2:6][O:5][C:41]2[CH:42]=[CH:43][CH:44]=[CH:45][C:40]=2[C:39]([O:38][CH3:37])=[O:47])=[CH:9][C:10]=1[O:35][CH3:36], predict the reactants needed to synthesize it. The reactants are: CS([O:5][CH2:6][CH2:7][C:8]1[CH:13]=[CH:12][C:11]([O:14][CH2:15][C:16]([N:18]([CH2:26][C:27]2[CH:32]=[CH:31][C:30]([F:33])=[CH:29][C:28]=2[F:34])[CH2:19][CH2:20][CH2:21][CH2:22][CH2:23][CH2:24][CH3:25])=[O:17])=[C:10]([O:35][CH3:36])[CH:9]=1)(=O)=O.[CH3:37][O:38][C:39](=[O:47])[C:40]1[CH:45]=[CH:44][CH:43]=[CH:42][C:41]=1O.C(=O)([O-])[O-].[K+].[K+]. (7) The reactants are: [Cl:1][C:2]1[CH:7]=[CH:6][N:5]=[C:4]2[CH:8]=[C:9]([C:11]([O-:13])=O)[S:10][C:3]=12.[Li+].[F:15][CH:16]1[C@H:20]([O:21][CH3:22])[CH2:19][NH:18][CH2:17]1. Given the product [Cl:1][C:2]1[CH:7]=[CH:6][N:5]=[C:4]2[CH:8]=[C:9]([C:11]([N:18]3[CH2:19][C@@H:20]([O:21][CH3:22])[CH:16]([F:15])[CH2:17]3)=[O:13])[S:10][C:3]=12, predict the reactants needed to synthesize it.